Dataset: Full USPTO retrosynthesis dataset with 1.9M reactions from patents (1976-2016). Task: Predict the reactants needed to synthesize the given product. (1) Given the product [F:39][C:36]1[CH:37]=[CH:38][C:33]([C:32]([NH:31][C@@:9]([C:17]2[CH:22]=[C:21]([O:23][C:24]([F:28])([F:29])[CH:25]([F:27])[F:26])[CH:20]=[C:19]([F:30])[CH:18]=2)([C:6]2[CH:5]=[CH:4][C:3]([CH2:2][O:46][CH3:45])=[CH:8][CH:7]=2)[CH2:10][C:11]2[CH:16]=[CH:15][CH:14]=[CH:13][CH:12]=2)=[O:44])=[CH:34][C:35]=1[C:40]([F:43])([F:41])[F:42], predict the reactants needed to synthesize it. The reactants are: Br[CH2:2][C:3]1[CH:8]=[CH:7][C:6]([C@@:9]([NH:31][C:32](=[O:44])[C:33]2[CH:38]=[CH:37][C:36]([F:39])=[C:35]([C:40]([F:43])([F:42])[F:41])[CH:34]=2)([C:17]2[CH:22]=[C:21]([O:23][C:24]([F:29])([F:28])[CH:25]([F:27])[F:26])[CH:20]=[C:19]([F:30])[CH:18]=2)[CH2:10][C:11]2[CH:16]=[CH:15][CH:14]=[CH:13][CH:12]=2)=[CH:5][CH:4]=1.[CH3:45][O-:46].[Na+]. (2) The reactants are: [OH:1][C:2]1[CH:3]=[C:4]([CH:10]2[CH2:14][NH:13][C:12](=[O:15])[CH2:11]2)[CH:5]=[CH:6][C:7]=1[O:8][CH3:9].[C:16]1([CH2:22][CH2:23][CH2:24]Br)[CH:21]=[CH:20][CH:19]=[CH:18][CH:17]=1.C(=O)([O-])[O-].[K+].[K+]. Given the product [C:16]1([CH2:22][CH2:23][CH2:24][O:1][C:2]2[CH:3]=[C:4]([CH:10]3[CH2:14][NH:13][C:12](=[O:15])[CH2:11]3)[CH:5]=[CH:6][C:7]=2[O:8][CH3:9])[CH:21]=[CH:20][CH:19]=[CH:18][CH:17]=1, predict the reactants needed to synthesize it. (3) Given the product [CH3:18][C:19]1[N:24]=[C:23]([C:2]2[C:7]([C:8]3[CH:9]=[CH:10][C:11]4[N:12]([N:14]=[CH:15][N:16]=4)[CH:13]=3)=[CH:6][CH:5]=[CH:4][N:3]=2)[CH:22]=[CH:21][CH:20]=1, predict the reactants needed to synthesize it. The reactants are: Cl[C:2]1[C:7]([C:8]2[CH:9]=[CH:10][C:11]3[N:12]([N:14]=[CH:15][N:16]=3)[CH:13]=2)=[CH:6][CH:5]=[CH:4][N:3]=1.[Br-].[CH3:18][C:19]1[N:24]=[C:23]([Zn+])[CH:22]=[CH:21][CH:20]=1. (4) The reactants are: [Br:1][C:2]1[C:3]([Cl:10])=[N:4][C:5]([NH2:9])=[N:6][C:7]=1Cl.C(N(CC)CC)C.[NH2:18][CH2:19][CH2:20][NH:21][C:22](=[O:28])[O:23][C:24]([CH3:27])([CH3:26])[CH3:25]. Given the product [NH2:9][C:5]1[N:6]=[C:7]([NH:18][CH2:19][CH2:20][NH:21][C:22](=[O:28])[O:23][C:24]([CH3:26])([CH3:25])[CH3:27])[C:2]([Br:1])=[C:3]([Cl:10])[N:4]=1, predict the reactants needed to synthesize it. (5) Given the product [CH2:24]([C:5]1[N:6]([CH2:9][C:10]2[CH:15]=[CH:14][C:13]([C:16]3[C:17]([C:22]#[N:23])=[CH:18][CH:19]=[CH:20][CH:21]=3)=[CH:12][CH:11]=2)[C:7](=[O:8])[C:2]([C:45]2[CH:44]=[CH:43][C:42]([O:41][C:40]([CH3:52])([CH3:51])[CH2:39][O:38][Si:31]([C:34]([CH3:37])([CH3:36])[CH3:35])([CH3:32])[CH3:33])=[CH:47][CH:46]=2)=[C:3]([CH:28]2[CH2:29][CH2:30]2)[N:4]=1)[CH2:25][CH2:26][CH3:27], predict the reactants needed to synthesize it. The reactants are: Br[C:2]1[C:7](=[O:8])[N:6]([CH2:9][C:10]2[CH:15]=[CH:14][C:13]([C:16]3[C:17]([C:22]#[N:23])=[CH:18][CH:19]=[CH:20][CH:21]=3)=[CH:12][CH:11]=2)[C:5]([CH2:24][CH2:25][CH2:26][CH3:27])=[N:4][C:3]=1[CH:28]1[CH2:30][CH2:29]1.[Si:31]([O:38][CH2:39][C:40]([CH3:52])([CH3:51])[O:41][C:42]1[CH:47]=[CH:46][C:45](B(O)O)=[CH:44][CH:43]=1)([C:34]([CH3:37])([CH3:36])[CH3:35])([CH3:33])[CH3:32].C(=O)([O-])[O-].[Cs+].[Cs+].O1CCOCC1. (6) The reactants are: [CH3:1][O:2][C:3]1[CH:4]=[C:5]([C:11]([C:13]2[S:21][C:16]3=[N:17][N:18]=[C:19]([SH:20])[N:15]3[C:14]=2[C:22]2[CH:27]=[CH:26][CH:25]=[CH:24][CH:23]=2)=[O:12])[CH:6]=[CH:7][C:8]=1[O:9][CH3:10].Br[CH2:29][C:30]1[C:35]([F:36])=[CH:34][CH:33]=[CH:32][C:31]=1[Cl:37].CCN(CC)CC. Given the product [Cl:37][C:31]1[CH:32]=[CH:33][CH:34]=[C:35]([F:36])[C:30]=1[CH2:29][S:20][C:19]1[N:15]2[C:14]([C:22]3[CH:27]=[CH:26][CH:25]=[CH:24][CH:23]=3)=[C:13]([C:11]([C:5]3[CH:6]=[CH:7][C:8]([O:9][CH3:10])=[C:3]([O:2][CH3:1])[CH:4]=3)=[O:12])[S:21][C:16]2=[N:17][N:18]=1, predict the reactants needed to synthesize it. (7) Given the product [C:1]([O:5][C:6](=[O:36])[NH:7][CH2:8][CH2:9][CH2:10][NH:11][C:12]([C:14]1[N:15]([CH3:35])[C:16]2[C:24]([C:25]=1[Br:37])=[C:23]1[C:19]([C:20](=[O:27])[NH:21][C:22]1=[O:26])=[C:18]([C:28]1[CH:33]=[CH:32][CH:31]=[CH:30][C:29]=1[Cl:34])[CH:17]=2)=[O:13])([CH3:4])([CH3:3])[CH3:2], predict the reactants needed to synthesize it. The reactants are: [C:1]([O:5][C:6](=[O:36])[NH:7][CH2:8][CH2:9][CH2:10][NH:11][C:12]([C:14]1[N:15]([CH3:35])[C:16]2[C:24]([CH:25]=1)=[C:23]1[C:19]([C:20](=[O:27])[NH:21][C:22]1=[O:26])=[C:18]([C:28]1[CH:33]=[CH:32][CH:31]=[CH:30][C:29]=1[Cl:34])[CH:17]=2)=[O:13])([CH3:4])([CH3:3])[CH3:2].[Br:37]N1C(=O)CCC1=O.C(OCC)(=O)C. (8) Given the product [C:14]([O-:22])(=[O:15])[CH3:11].[NH4+:4].[Cl:1][C:2]1[C:3]2[N:4]([C:25]([CH2:26][CH:27]3[CH2:29][CH2:28]3)=[N:24][N:23]=2)[N:5]=[CH:6][C:7]=1[N:8]1[CH2:9][CH2:10][C:11]2([C:17]3[CH:18]=[CH:19][CH:20]=[CH:21][C:16]=3[O:15][C:14]2=[O:22])[CH2:12][CH2:13]1, predict the reactants needed to synthesize it. The reactants are: [Cl:1][C:2]1[C:7]([N:8]2[CH2:13][CH2:12][C:11]3([C:17]4[CH:18]=[CH:19][CH:20]=[CH:21][C:16]=4[O:15][C:14]3=[O:22])[CH2:10][CH2:9]2)=[CH:6][N:5]=[N:4][C:3]=1[NH:23][NH:24][C:25](=O)[CH2:26][CH:27]1[CH2:29][CH2:28]1.P(Cl)(Cl)(Cl)=O. (9) Given the product [C:42]([O:46][C:47]([N:49]1[CH2:50][CH:51]=[C:52]([C:55]2[C:56]3[N:57]([N:61]=[C:62]([NH:64][C:65]4[CH:70]=[CH:69][C:68]([O:71][CH3:72])=[CH:67][CH:66]=4)[N:63]=3)[CH:58]=[CH:59][CH:60]=2)[CH2:53][CH2:54]1)=[O:48])([CH3:45])([CH3:44])[CH3:43].[CH3:72][O:71][C:68]1[CH:67]=[CH:66][C:65]([NH:64][C:62]2[N:63]=[C:56]3[C:55]([C:52]4[CH2:53][CH2:54][NH:49][CH2:50][CH:51]=4)=[CH:60][CH:59]=[CH:58][N:57]3[N:61]=2)=[CH:70][CH:69]=1, predict the reactants needed to synthesize it. The reactants are: BrC1C2N(N=C(NC3C=CC(OC)=CC=3)N=2)C=CC=1.C(OC(N1CC=C(B2OC(C)(C)C(C)(C)O2)CC1)=O)(C)(C)C.[C:42]([O:46][C:47]([N:49]1[CH2:54][CH:53]=[C:52]([C:55]2[C:56]3[N:57]([N:61]=[C:62]([NH:64][C:65]4[CH:70]=[CH:69][C:68]([O:71][CH3:72])=[CH:67][CH:66]=4)[N:63]=3)[CH:58]=[CH:59][CH:60]=2)[CH2:51][CH2:50]1)=[O:48])([CH3:45])([CH3:44])[CH3:43].ClCCl.FC(F)(F)C(O)=O.